This data is from Full USPTO retrosynthesis dataset with 1.9M reactions from patents (1976-2016). The task is: Predict the reactants needed to synthesize the given product. Given the product [CH3:24][C:21]1[N:22]=[CH:23][C:18]([N:9]2[CH:10]=[C:11]([C:13]3[S:17][CH:16]=[N:15][CH:14]=3)[N:12]=[C:8]2[C:5]2[CH:6]=[CH:7][C:2]([NH:25][C:26]3[C:31]([N+:32]([O-:34])=[O:33])=[CH:30][CH:29]=[CH:28][N:27]=3)=[CH:3][CH:4]=2)=[CH:19][CH:20]=1, predict the reactants needed to synthesize it. The reactants are: I[C:2]1[CH:7]=[CH:6][C:5]([C:8]2[N:9]([C:18]3[CH:19]=[CH:20][C:21]([CH3:24])=[N:22][CH:23]=3)[CH:10]=[C:11]([C:13]3[S:17][CH:16]=[N:15][CH:14]=3)[N:12]=2)=[CH:4][CH:3]=1.[NH2:25][C:26]1[C:31]([N+:32]([O-:34])=[O:33])=[CH:30][CH:29]=[CH:28][N:27]=1.C([O-])([O-])=O.[Cs+].[Cs+].